From a dataset of Peptide-MHC class II binding affinity with 134,281 pairs from IEDB. Regression. Given a peptide amino acid sequence and an MHC pseudo amino acid sequence, predict their binding affinity value. This is MHC class II binding data. (1) The peptide sequence is HFFIGDFFVDHYYSE. The MHC is DRB3_0202 with pseudo-sequence DRB3_0202. The binding affinity (normalized) is 0.420. (2) The peptide sequence is IRQLERLLQAVVGAG. The MHC is HLA-DQA10101-DQB10501 with pseudo-sequence HLA-DQA10101-DQB10501. The binding affinity (normalized) is 0.235. (3) The peptide sequence is AYAQRVYQANRAAGS. The MHC is HLA-DPA10201-DPB10501 with pseudo-sequence HLA-DPA10201-DPB10501. The binding affinity (normalized) is 0.141. (4) The peptide sequence is KFGVAKKANVYAVKV. The MHC is HLA-DQA10104-DQB10503 with pseudo-sequence HLA-DQA10104-DQB10503. The binding affinity (normalized) is 0.168. (5) The peptide sequence is RLEFDEFVTLAAKFI. The MHC is DRB1_0101 with pseudo-sequence DRB1_0101. The binding affinity (normalized) is 0.631. (6) The peptide sequence is SQDLELSWNDNGLQAY. The MHC is HLA-DQA10301-DQB10302 with pseudo-sequence HLA-DQA10301-DQB10302. The binding affinity (normalized) is 0.507. (7) The peptide sequence is AMYMALIAAFSIRPGK. The MHC is HLA-DQA10201-DQB10301 with pseudo-sequence HLA-DQA10201-DQB10301. The binding affinity (normalized) is 0.567.